Dataset: Full USPTO retrosynthesis dataset with 1.9M reactions from patents (1976-2016). Task: Predict the reactants needed to synthesize the given product. (1) The reactants are: [CH3:1][N:2]([CH3:17])[C:3]1[N:8]=[C:7]([C:9]#N)[CH:6]=[C:5]([C:11]2[O:12][C:13]([CH3:16])=[CH:14][CH:15]=2)[N:4]=1.Cl.C1C[O:22]CC1.[Li+:24].[OH-:25]. Given the product [Li+:24].[CH3:1][N:2]([CH3:17])[C:3]1[N:8]=[C:7]([C:9]([O-:22])=[O:25])[CH:6]=[C:5]([C:11]2[O:12][C:13]([CH3:16])=[CH:14][CH:15]=2)[N:4]=1, predict the reactants needed to synthesize it. (2) Given the product [N:8]([C:7]1[CH:9]=[CH:10][C:4]([N+:1]([O-:3])=[O:2])=[CH:5][CH:6]=1)=[N+:15]=[N-:16], predict the reactants needed to synthesize it. The reactants are: [N+:1]([C:4]1[CH:10]=[CH:9][C:7]([NH2:8])=[CH:6][CH:5]=1)([O-:3])=[O:2].N([O-])=O.[Na+].[N-:15]=[N+:16]=[N-].[Na+].C([O-])(=O)C.[Na+]. (3) Given the product [CH3:1][O:2][C:3]1[CH:4]=[C:5]([CH:9]2[C:17]3[C:12](=[CH:13][CH:14]=[CH:15][CH:16]=3)[CH:11]([C:18]3[CH:23]=[CH:22][C:21]4[O:24][CH2:25][O:26][C:20]=4[CH:19]=3)[CH:10]2[C:27]([OH:29])=[O:28])[CH:6]=[CH:7][CH:8]=1, predict the reactants needed to synthesize it. The reactants are: [CH3:1][O:2][C:3]1[CH:4]=[C:5]([CH:9]2[C:17]3[C:12](=[CH:13][CH:14]=[CH:15][CH:16]=3)[CH:11]([C:18]3[CH:23]=[CH:22][C:21]4[O:24][CH2:25][O:26][C:20]=4[CH:19]=3)[CH:10]2[C:27]([O-:29])=[O:28])[CH:6]=[CH:7][CH:8]=1.COC1C=C(C2C3C(=CC=CC=3)C(C3C=CC4OCOC=4C=3)=C2C(OCC)=O)C=CC=1. (4) Given the product [CH3:9][O:8][C:7]1[CH:6]=[CH:5][C:4]([C:10]2[O:11][C:12]3[CH:18]=[CH:17][C:16]([C:19]4[CH:20]=[CH:21][CH:22]=[CH:23][CH:24]=4)=[CH:15][C:13]=3[N:14]=2)=[CH:3][C:2]=1[N:1]1[C:34](=[O:35])[C:28]2[C:27](=[CH:26][CH:25]=[C:30]([C:31]([OH:33])=[O:32])[CH:29]=2)[C:37]1=[O:36], predict the reactants needed to synthesize it. The reactants are: [NH2:1][C:2]1[CH:3]=[C:4]([C:10]2[O:11][C:12]3[CH:18]=[CH:17][C:16]([C:19]4[CH:24]=[CH:23][CH:22]=[CH:21][CH:20]=4)=[CH:15][C:13]=3[N:14]=2)[CH:5]=[CH:6][C:7]=1[O:8][CH3:9].[CH:25]1[C:30]([C:31]([OH:33])=[O:32])=[CH:29][C:28]2[C:34]([O:36][C:37](=O)[C:27]=2[CH:26]=1)=[O:35]. (5) Given the product [CH3:29][NH:30][C:24]([C:21]1[O:22][C:23]2[C:15]([N:12]3[CH2:13][CH2:14][N:9]([CH2:8][CH2:7][C:2]4[CH:3]=[CH:4][CH:5]=[CH:6][N:1]=4)[CH2:10][CH2:11]3)=[CH:16][CH:17]=[CH:18][C:19]=2[CH:20]=1)=[O:25], predict the reactants needed to synthesize it. The reactants are: [N:1]1[CH:6]=[CH:5][CH:4]=[CH:3][C:2]=1[CH2:7][CH2:8][N:9]1[CH2:14][CH2:13][N:12]([C:15]2[C:23]3[O:22][C:21]([C:24]([O-])=[O:25])=[CH:20][C:19]=3[CH:18]=[CH:17][CH:16]=2)[CH2:11][CH2:10]1.[Li+].Cl.[CH3:29][NH2:30]. (6) Given the product [Cl:1][C:2]1[C:3]([F:11])=[C:4]([CH:8]=[CH:9][N:10]=1)[C:5]([NH:12][C:13]1[C:18]([F:19])=[CH:17][CH:16]=[C:15]([N:20]([CH2:27][C:28]2[CH:29]=[CH:30][C:31]([O:34][CH3:35])=[CH:32][CH:33]=2)[S:21]([CH2:24][CH2:25][CH3:26])(=[O:23])=[O:22])[C:14]=1[Cl:36])=[O:6], predict the reactants needed to synthesize it. The reactants are: [Cl:1][C:2]1[C:3]([F:11])=[C:4]([CH:8]=[CH:9][N:10]=1)[C:5](Cl)=[O:6].[NH2:12][C:13]1[C:14]([Cl:36])=[C:15]([N:20]([CH2:27][C:28]2[CH:33]=[CH:32][C:31]([O:34][CH3:35])=[CH:30][CH:29]=2)[S:21]([CH2:24][CH2:25][CH3:26])(=[O:23])=[O:22])[CH:16]=[CH:17][C:18]=1[F:19]. (7) Given the product [C:1]([C:5]1[CH:23]=[CH:22][C:8]([C:9]([NH:11][C:12]2[N:13]=[C:14]3[CH:19]=[CH:18][C:17]([C:31]4[CH:32]=[N:34][N:29]([CH3:28])[CH:30]=4)=[CH:16][N:15]3[CH:21]=2)=[O:10])=[CH:7][N:6]=1)([CH3:4])([CH3:3])[CH3:2], predict the reactants needed to synthesize it. The reactants are: [C:1]([C:5]1[CH:23]=[CH:22][C:8]([C:9]([NH:11][C:12]2[N:13]=[C:14]3[CH:19]=[CH:18][C:17](I)=[CH:16][N:15]3[CH:21]=2)=[O:10])=[CH:7][N:6]=1)([CH3:4])([CH3:3])[CH3:2].C([C:28]1C=C[C:31]([C:32]([NH:34]C2N=C3C=CC(N4C=CN=C4)=CN3C=2)=O)=[CH:30][N:29]=1)(C)(C)C.